From a dataset of Full USPTO retrosynthesis dataset with 1.9M reactions from patents (1976-2016). Predict the reactants needed to synthesize the given product. (1) The reactants are: [NH2:1][C@H:2]([CH2:21][NH2:22])[CH2:3][C:4]([CH3:20])([CH3:19])[CH2:5][CH2:6][C:7]1[CH:18]=[CH:17][C:10]([O:11][CH2:12][C@@H:13]([OH:16])[CH2:14][OH:15])=[CH:9][CH:8]=1.[NH2:23][C:24]1[C:25]([C:32]([NH:34][C:35](=N)SC)=[O:33])=[N:26][C:27]([Cl:31])=[C:28]([NH2:30])[N:29]=1. Given the product [OH:16][C@@H:13]([CH2:14][OH:15])[CH2:12][O:11][C:10]1[CH:17]=[CH:18][C:7]([CH2:6][CH2:5][C:4]([CH3:19])([CH3:20])[CH2:3][C@H:2]2[CH2:21][NH:22]/[C:35](=[N:34]/[C:32]([C:25]3[C:24]([NH2:23])=[N:29][C:28]([NH2:30])=[C:27]([Cl:31])[N:26]=3)=[O:33])/[NH:1]2)=[CH:8][CH:9]=1, predict the reactants needed to synthesize it. (2) Given the product [F:27][C:24]1[CH:23]=[CH:22][C:21]([C:18]2[O:17][C:16]([CH2:14][CH:9]3[CH2:10][CH2:11][CH2:12][CH2:13][NH:8]3)=[CH:20][CH:19]=2)=[CH:26][CH:25]=1, predict the reactants needed to synthesize it. The reactants are: C(OC([N:8]1[CH2:13][CH2:12][CH2:11][CH2:10][CH:9]1[C:14]([C:16]1[O:17][C:18]([C:21]2[CH:26]=[CH:25][C:24]([F:27])=[CH:23][CH:22]=2)=[CH:19][CH:20]=1)=O)=O)(C)(C)C.O.NN.[OH-].[K+].O.